From a dataset of Reaction yield outcomes from USPTO patents with 853,638 reactions. Predict the reaction yield, written as a fraction of the theoretical maximum amount of product (1.0 means a 100% yield; for example, 0.34 means a 34% yield). (1) The reactants are [NH2:1][C:2]1[N:7]=[CH:6][C:5]([CH:8]([C:10]2[C:18]3[C:13](=[N:14][CH:15]=[C:16]([Cl:19])[CH:17]=3)[N:12]([S:20]([C:23]3[CH:28]=[CH:27][CH:26]=[CH:25][CH:24]=3)(=[O:22])=[O:21])[CH:11]=2)O)=[CH:4][CH:3]=1.C([SiH](CC)CC)C.FC(F)(F)C(O)=O. The catalyst is ClCCl. The product is [C:23]1([S:20]([N:12]2[C:13]3=[N:14][CH:15]=[C:16]([Cl:19])[CH:17]=[C:18]3[C:10]([CH2:8][C:5]3[CH:4]=[CH:3][C:2]([NH2:1])=[N:7][CH:6]=3)=[CH:11]2)(=[O:22])=[O:21])[CH:28]=[CH:27][CH:26]=[CH:25][CH:24]=1. The yield is 0.730. (2) The reactants are [C:1]([O:5][C:6]([N:8]1[CH:13]([CH2:14][OH:15])[CH:12]2[CH:16]([CH2:17][O:18][CH3:19])[CH:9]1[CH2:10][CH2:11]2)=[O:7])([CH3:4])([CH3:3])[CH3:2].CC(OI1(OC(C)=O)(OC(C)=O)OC(=O)C2C=CC=CC1=2)=O. The catalyst is ClCCl. The product is [C:1]([O:5][C:6]([N:8]1[CH:13]([CH:14]=[O:15])[CH:12]2[CH:16]([CH2:17][O:18][CH3:19])[CH:9]1[CH2:10][CH2:11]2)=[O:7])([CH3:4])([CH3:3])[CH3:2]. The yield is 1.00. (3) The reactants are [F:1][C:2]1[N:7]=[CH:6][C:5]([CH:8]2[O:12][CH:11]([CH2:13][OH:14])[CH2:10][CH2:9]2)=[CH:4][CH:3]=1.[O:15]1[CH:20]=[CH:19][CH2:18][CH2:17][CH2:16]1.C1(C)C=CC(S(O)(=O)=O)=CC=1. The catalyst is ClCCl.C(=O)(O)[O-].[Na+]. The product is [F:1][C:2]1[CH:3]=[CH:4][C:5]([CH:8]2[CH2:9][CH2:10][CH:11]([CH2:13][O:14][CH:16]3[CH2:17][CH2:18][CH2:19][CH2:20][O:15]3)[O:12]2)=[CH:6][N:7]=1. The yield is 0.740. (4) The reactants are [Br:1][C:2]1[CH:3]=[C:4]([CH2:21][CH2:22][C:23]([O:25][CH3:26])=[O:24])[CH:5]=[C:6]([Br:20])[C:7]=1[O:8][C:9]1[CH:14]=[C:13]([CH:15]([CH3:17])[CH3:16])[C:12]([OH:18])=[C:11](I)[CH:10]=1.C(N(C(C)C)CC)(C)C.[Cl-].[Li+].[CH2:38]=[CH:39][C:40]1[CH:45]=[CH:44][CH:43]=[CH:42][CH:41]=1. The catalyst is CN(C=O)C.C([O-])(=O)C.[Pd+2].C([O-])(=O)C. The product is [Br:1][C:2]1[CH:3]=[C:4]([CH2:21][CH2:22][C:23]([O:25][CH3:26])=[O:24])[CH:5]=[C:6]([Br:20])[C:7]=1[O:8][C:9]1[CH:10]=[C:11](/[CH:38]=[CH:39]/[C:40]2[CH:45]=[CH:44][CH:43]=[CH:42][CH:41]=2)[C:12]([OH:18])=[C:13]([CH:15]([CH3:17])[CH3:16])[CH:14]=1. The yield is 0.940. (5) The reactants are [CH3:1][C:2]1[CH:7]=[CH:6][C:5]([S:8][C:9]2[CH:14]=[CH:13][CH:12]=[CH:11][CH:10]=2)=[C:4]([N+:15]([O-])=O)[CH:3]=1.Cl[Sn]Cl. The catalyst is CCO. The product is [CH3:1][C:2]1[CH:7]=[CH:6][C:5]([S:8][C:9]2[CH:10]=[CH:11][CH:12]=[CH:13][CH:14]=2)=[C:4]([NH2:15])[CH:3]=1. The yield is 0.820. (6) The reactants are Cl[CH2:2][C:3]1[CH:4]=[N:5][N:6]([CH:12]([CH3:14])[CH3:13])[C:7]=1[C:8]([F:11])([F:10])[F:9].[C-:15]#[N:16].[K+]. The catalyst is [Br-].C([N+](CCCC)(CCCC)CCCC)CCC.O1CCOCC1.O.CCOC(C)=O. The product is [CH:12]([N:6]1[C:7]([C:8]([F:11])([F:10])[F:9])=[C:3]([CH2:2][C:15]#[N:16])[CH:4]=[N:5]1)([CH3:14])[CH3:13]. The yield is 1.00. (7) The yield is 0.280. The product is [OH:62][C:57]1[N:11]([CH:12]([CH2:16][CH2:17][CH3:18])[CH2:13][CH2:14][CH3:15])[C:9](=[O:10])[N:8]([CH:4]([CH2:5][CH2:6][CH3:7])[CH2:1][CH2:2][CH3:3])[C:59](=[O:60])[C:58]=1[C:66]([NH:65][CH2:64][C:19]([OH:20])=[O:48])=[O:67]. The reactants are [CH2:1]([CH:4]([NH:8][C:9]([NH:11][CH:12]([CH2:16][CH2:17][CH3:18])[CH2:13][CH2:14][CH3:15])=[O:10])[CH2:5][CH2:6][CH3:7])[CH2:2][CH3:3].[C:19](N1C=CN=C1)(N1C=CN=C1)=[O:20].CCCC(N)CCC.C(C(N(C(CCC)CCC)C(N)=[O:48])CCC)CC.[C:57](Cl)(=[O:62])[CH2:58][C:59](Cl)=[O:60].[CH3:64][N:65](C)[CH:66]=[O:67]. The catalyst is C(Cl)(Cl)Cl. (8) The product is [Br:1][C:2]1[C:12]([N:13]2[CH2:17][CH2:18][N:28]([C:27]3[CH:29]=[CH:30][C:24]([O:23][CH3:22])=[CH:25][CH:26]=3)[CH2:15][CH2:14]2)=[C:11]([CH3:20])[C:5]2[CH2:6][C:7]([CH3:10])([CH3:9])[O:8][C:4]=2[C:3]=1[CH3:21]. The reactants are [Br:1][C:2]1[C:12]([N:13]([CH2:17][CH2:18]Cl)[CH2:14][CH2:15]Cl)=[C:11]([CH3:20])[C:5]2[CH2:6][C:7]([CH3:10])([CH3:9])[O:8][C:4]=2[C:3]=1[CH3:21].[CH3:22][O:23][C:24]1[CH:30]=[CH:29][C:27]([NH2:28])=[CH:26][CH:25]=1. No catalyst specified. The yield is 0.250.